From a dataset of Reaction yield outcomes from USPTO patents with 853,638 reactions. Predict the reaction yield, written as a fraction of the theoretical maximum amount of product (1.0 means a 100% yield; for example, 0.34 means a 34% yield). (1) The reactants are [CH3:1][C:2]([C:6]1[CH:11]=[CH:10][CH:9]=[CH:8][CH:7]=1)([CH3:5])[CH2:3][OH:4].C(N(CC)CC)C.N1C=CC=CC=1.O. The catalyst is CS(C)=O. The product is [CH3:5][C:2]([C:6]1[CH:11]=[CH:10][CH:9]=[CH:8][CH:7]=1)([CH3:1])[CH:3]=[O:4]. The yield is 0.916. (2) The reactants are [C:1]([O:4][C@@H:5]1[C@@H:10]([O:11][C:12](=[O:14])[CH3:13])[C@H:9]([O:15][C:16](=[O:18])[CH3:17])[C@@H:8]([CH2:19][O:20][C:21](=[O:23])[CH3:22])[O:7][C@@H:6]1Br)(=[O:3])[CH3:2].[CH3:25][S:26](=[S:29])([O-:28])=[O:27].[Na+].CN(C=O)C.[O-]S([O-])(=O)=O.[Na+].[Na+]. The catalyst is [Br-].C([N+](CCCC)(CCCC)CCCC)CCC.C1(C)C=CC=CC=1. The product is [CH3:25][S:26](=[S:29])([O:28][C@@H:6]1[O:7][C@H:8]([CH2:19][O:20][C:21](=[O:23])[CH3:22])[C@@H:9]([O:15][C:16](=[O:18])[CH3:17])[C@H:10]([O:11][C:12](=[O:14])[CH3:13])[C@H:5]1[O:4][C:1](=[O:3])[CH3:2])=[O:27]. The yield is 0.750. (3) The reactants are [OH:1][C:2]1[CH:3]=[CH:4][C:5]2[S:10][C:9]([C:11]3[CH:16]=[CH:15][CH:14]=[CH:13][N:12]=3)=[N:8][C:7](=[O:17])[C:6]=2[CH:18]=1.Br[CH2:20][CH2:21][CH2:22][CH2:23][CH2:24][C:25]([O:27][C:28]([CH3:31])([CH3:30])[CH3:29])=[O:26].C(=O)([O-])[O-].[K+].[K+].CN(C=O)C. The catalyst is O. The product is [O:17]=[C:7]1[C:6]2[CH:18]=[C:2]([O:1][CH2:20][CH2:21][CH2:22][CH2:23][CH2:24][C:25]([O:27][C:28]([CH3:29])([CH3:31])[CH3:30])=[O:26])[CH:3]=[CH:4][C:5]=2[S:10][C:9]([C:11]2[CH:16]=[CH:15][CH:14]=[CH:13][N:12]=2)=[N:8]1. The yield is 0.900. (4) The reactants are [C:1]1([CH:7]2[CH2:16][CH2:15][C:14]3[C:9]4=[C:10]([NH:17][C:18](=[O:19])[N:8]24)[CH:11]=[CH:12][CH:13]=3)[CH:6]=[CH:5][CH:4]=[CH:3][CH:2]=1.[Br:20]N1C(=O)CCC1=O. The catalyst is C(#N)C.C(O)(=O)C. The product is [Br:20][C:13]1[CH:12]=[CH:11][C:10]2[NH:17][C:18](=[O:19])[N:8]3[C:9]=2[C:14]=1[CH2:15][CH2:16][CH:7]3[C:1]1[CH:2]=[CH:3][CH:4]=[CH:5][CH:6]=1. The yield is 0.670. (5) The reactants are [C:1]([O:5][C:6](=[O:30])[N:7]([CH2:9][CH:10]1[CH2:19][C:18](=[O:20])[C:17]2[C:12](=[CH:13][C:14]([S:21]([C:24]3[CH:29]=[CH:28][CH:27]=[CH:26][CH:25]=3)(=[O:23])=[O:22])=[CH:15][CH:16]=2)[O:11]1)[CH3:8])([CH3:4])([CH3:3])[CH3:2].[CH3:31][Mg]Cl. The catalyst is C1COCC1. The product is [C:1]([O:5][C:6](=[O:30])[N:7]([CH2:9][CH:10]1[CH2:19][C:18]([OH:20])([CH3:31])[C:17]2[C:12](=[CH:13][C:14]([S:21]([C:24]3[CH:29]=[CH:28][CH:27]=[CH:26][CH:25]=3)(=[O:23])=[O:22])=[CH:15][CH:16]=2)[O:11]1)[CH3:8])([CH3:4])([CH3:2])[CH3:3]. The yield is 0.960.